Task: Binary Classification. Given a T-cell receptor sequence (or CDR3 region) and an epitope sequence, predict whether binding occurs between them.. Dataset: TCR-epitope binding with 47,182 pairs between 192 epitopes and 23,139 TCRs (1) The epitope is SEETGTLIV. The TCR CDR3 sequence is CSPGTDLYEQYF. Result: 0 (the TCR does not bind to the epitope). (2) Result: 1 (the TCR binds to the epitope). The TCR CDR3 sequence is CASSFSEAFF. The epitope is KMQRMLLEK. (3) The epitope is EEHVQIHTI. The TCR CDR3 sequence is CSARRYNEQFF. Result: 0 (the TCR does not bind to the epitope). (4) The epitope is VLWAHGFEL. Result: 1 (the TCR binds to the epitope). The TCR CDR3 sequence is CASSGRGGYSGANVLTF. (5) The epitope is KRWIIMGLNK. The TCR CDR3 sequence is CASLYRSSTDTQYF. Result: 0 (the TCR does not bind to the epitope). (6) The epitope is KLNVGDYFV. The TCR CDR3 sequence is CASSALPAGGITGELFF. Result: 0 (the TCR does not bind to the epitope).